From a dataset of NCI-60 drug combinations with 297,098 pairs across 59 cell lines. Regression. Given two drug SMILES strings and cell line genomic features, predict the synergy score measuring deviation from expected non-interaction effect. Drug 1: CN1CCC(CC1)COC2=C(C=C3C(=C2)N=CN=C3NC4=C(C=C(C=C4)Br)F)OC. Drug 2: C1C(C(OC1N2C=C(C(=O)NC2=O)F)CO)O. Cell line: KM12. Synergy scores: CSS=34.1, Synergy_ZIP=6.35, Synergy_Bliss=1.94, Synergy_Loewe=7.78, Synergy_HSA=-0.135.